Dataset: Peptide-MHC class I binding affinity with 185,985 pairs from IEDB/IMGT. Task: Regression. Given a peptide amino acid sequence and an MHC pseudo amino acid sequence, predict their binding affinity value. This is MHC class I binding data. The MHC is HLA-A30:01 with pseudo-sequence HLA-A30:01. The peptide sequence is GRTLRVLKMV. The binding affinity (normalized) is 0.404.